This data is from Forward reaction prediction with 1.9M reactions from USPTO patents (1976-2016). The task is: Predict the product of the given reaction. Given the reactants [C:1]([O:5][C:6]([N:8]1[CH2:12][CH:11](O)[CH2:10][C:9]1=[O:14])=[O:7])([CH3:4])([CH3:3])[CH3:2].C(N(CC)CC)C.CS(Cl)(=O)=O.C(OCC)(=O)C, predict the reaction product. The product is: [O:14]=[C:9]1[CH:10]=[CH:11][CH2:12][N:8]1[C:6]([O:5][C:1]([CH3:4])([CH3:3])[CH3:2])=[O:7].